Dataset: Forward reaction prediction with 1.9M reactions from USPTO patents (1976-2016). Task: Predict the product of the given reaction. (1) The product is: [F:19][C:16]([F:17])([F:18])[C:13]1[N:11]2[N:12]=[C:7]([N:1]3[CH2:2][CH2:3][N:4]([CH2:30][C:22]4[CH:21]=[N:20][C:29]5[C:24]([CH:23]=4)=[CH:25][CH:26]=[CH:27][CH:28]=5)[CH2:5][CH2:6]3)[CH:8]=[CH:9][C:10]2=[N:15][N:14]=1. Given the reactants [N:1]1([C:7]2[CH:8]=[CH:9][C:10]3[N:11]([C:13]([C:16]([F:19])([F:18])[F:17])=[N:14][N:15]=3)[N:12]=2)[CH2:6][CH2:5][NH:4][CH2:3][CH2:2]1.[N:20]1[C:29]2[C:24](=[CH:25][CH:26]=[CH:27][CH:28]=2)[CH:23]=[C:22]([CH:30]=O)[CH:21]=1, predict the reaction product. (2) Given the reactants Br[C:2]1[N:3]=[C:4]([C:11]([C:13]2[C:18]([Cl:19])=[CH:17][CH:16]=[CH:15][C:14]=2[Cl:20])=[O:12])[N:5]2[CH:10]=[CH:9][CH:8]=[N:7][C:6]=12.[CH3:21][O:22][C:23]([C:25]1[CH:30]=[CH:29][C:28](B(O)O)=[CH:27][CH:26]=1)=[O:24].[O-]P([O-])([O-])=O.[K+].[K+].[K+], predict the reaction product. The product is: [Cl:20][C:14]1[CH:15]=[CH:16][CH:17]=[C:18]([Cl:19])[C:13]=1[C:11]([C:4]1[N:5]2[CH:10]=[CH:9][CH:8]=[N:7][C:6]2=[C:2]([C:28]2[CH:29]=[CH:30][C:25]([C:23]([O:22][CH3:21])=[O:24])=[CH:26][CH:27]=2)[N:3]=1)=[O:12]. (3) Given the reactants [N:1]12[CH2:7][C:4]([C:8]([C:16]3[CH:21]=[CH:20][CH:19]=[CH:18][CH:17]=3)([C:10]3[CH:15]=[CH:14][CH:13]=[CH:12][CH:11]=3)[OH:9])([CH2:5][CH2:6]1)[CH2:3][CH2:2]2.[C:22]1([O:28][CH2:29][CH2:30][CH2:31][CH2:32][Br:33])[CH:27]=[CH:26][CH:25]=[CH:24][CH:23]=1, predict the reaction product. The product is: [Br-:33].[OH:9][C:8]([C:16]1[CH:21]=[CH:20][CH:19]=[CH:18][CH:17]=1)([C:10]1[CH:15]=[CH:14][CH:13]=[CH:12][CH:11]=1)[C:4]12[CH2:7][N+:1]([CH2:32][CH2:31][CH2:30][CH2:29][O:28][C:22]3[CH:27]=[CH:26][CH:25]=[CH:24][CH:23]=3)([CH2:6][CH2:5]1)[CH2:2][CH2:3]2. (4) The product is: [O:3]=[C:4]1[N:9]([CH2:23][C:24]([F:27])([F:26])[F:25])[CH2:8][CH2:7][N:6]([C:10]([O:12][C:13]([CH3:16])([CH3:15])[CH3:14])=[O:11])[CH2:5]1. Given the reactants [H-].[Na+].[O:3]=[C:4]1[NH:9][CH2:8][CH2:7][N:6]([C:10]([O:12][C:13]([CH3:16])([CH3:15])[CH3:14])=[O:11])[CH2:5]1.FC(F)(F)S(O[CH2:23][C:24]([F:27])([F:26])[F:25])(=O)=O, predict the reaction product. (5) The product is: [CH3:25][O:26][C:18]1[CH:19]=[C:20]([CH:21]=[CH:22][CH:23]=1)[O:24][C:2]1[CH:11]=[CH:10][N:9]=[C:8]2[C:3]=1[C:4]1[CH:16]=[CH:15][CH:14]=[CH:13][C:5]=1[C:6](=[O:12])[NH:7]2. Given the reactants Cl[C:2]1[CH:11]=[CH:10][N:9]=[C:8]2[C:3]=1[C:4]1[CH:16]=[CH:15][CH:14]=[CH:13][C:5]=1[C:6](=[O:12])[NH:7]2.F[C:18]1[CH:19]=[C:20]([OH:24])[CH:21]=[CH:22][CH:23]=1.[C:25](=O)([O-])[O-:26].[K+].[K+], predict the reaction product. (6) Given the reactants [CH2:1]([O:3][C:4](=[O:23])[C@H:5]([OH:22])[CH2:6][CH:7]([NH2:21])[CH2:8][C:9]1[CH:14]=[CH:13][C:12]([C:15]2[CH:20]=[CH:19][CH:18]=[CH:17][CH:16]=2)=[CH:11][CH:10]=1)[CH3:2].[NH:24]1[C:28]([C:29]([OH:31])=O)=[CH:27][C:26]([C:32]([OH:34])=O)=[N:25]1.[CH3:35][O:36][CH2:37][CH2:38][NH:39][CH3:40].CN(C(ON1N=NC2C=CC=NC1=2)=[N+](C)C)C.F[P-](F)(F)(F)(F)F.CCN(C(C)C)C(C)C, predict the reaction product. The product is: [CH2:1]([O:3][C:4](=[O:23])[C@H:5]([OH:22])[CH2:6][CH:7]([NH:21][C:29]([C:28]1[NH:24][N:25]=[C:26]([C:32](=[O:34])[N:39]([CH2:38][CH2:37][O:36][CH3:35])[CH3:40])[CH:27]=1)=[O:31])[CH2:8][C:9]1[CH:10]=[CH:11][C:12]([C:15]2[CH:16]=[CH:17][CH:18]=[CH:19][CH:20]=2)=[CH:13][CH:14]=1)[CH3:2]. (7) Given the reactants [Br:1][C:2]1[CH:18]=[CH:17][C:16]([F:19])=[CH:15][C:3]=1[CH2:4][N:5]1[C:10](=[O:11])[C:9]([CH3:12])=[N:8][N:7]=[C:6]1SC.[NH:20]1[CH2:25][CH2:24][CH2:23][C@@H:22]([NH:26][C:27](=[O:33])[O:28][C:29]([CH3:32])([CH3:31])[CH3:30])[CH2:21]1, predict the reaction product. The product is: [Br:1][C:2]1[CH:18]=[CH:17][C:16]([F:19])=[CH:15][C:3]=1[CH2:4][N:5]1[C:10](=[O:11])[C:9]([CH3:12])=[N:8][N:7]=[C:6]1[N:20]1[CH2:25][CH2:24][CH2:23][C@@H:22]([NH:26][C:27](=[O:33])[O:28][C:29]([CH3:31])([CH3:30])[CH3:32])[CH2:21]1. (8) Given the reactants [NH2:1][C@@H:2]([C:6]([OH:8])=[O:7])[C@H:3]([CH3:5])[OH:4].C([O-])(O)=O.[Na+].[C:14]1([CH2:20][CH2:21][CH2:22][CH2:23][CH2:24][CH2:25][O:26][C:27](N2C=CC=CC2=O)=[O:28])[CH:19]=[CH:18][CH:17]=[CH:16][CH:15]=1, predict the reaction product. The product is: [OH:4][C@@H:3]([CH3:5])[C@@H:2]([NH:1][C:27]([O:26][CH2:25][CH2:24][CH2:23][CH2:22][CH2:21][CH2:20][C:14]1[CH:15]=[CH:16][CH:17]=[CH:18][CH:19]=1)=[O:28])[C:6]([OH:8])=[O:7]. (9) The product is: [Si:1]([O:8][C@@H:9]([C:39](=[O:42])[NH2:40])[CH2:10][C@H:11]1[CH2:22][CH2:21][C:20]2[S:19][C:18]3[N:17]=[CH:16][N:15]=[C:14]([O:23][CH:24]4[CH2:25][CH2:26][CH:27]([N:30]([CH3:38])[C:31](=[O:37])[O:32][C:33]([CH3:34])([CH3:36])[CH3:35])[CH2:28][CH2:29]4)[C:13]=3[C:12]1=2)([C:4]([CH3:7])([CH3:6])[CH3:5])([CH3:3])[CH3:2]. Given the reactants [Si:1]([O:8][CH:9]([C:39]#[N:40])[CH2:10][C@H:11]1[CH2:22][CH2:21][C:20]2[S:19][C:18]3[N:17]=[CH:16][N:15]=[C:14]([O:23][CH:24]4[CH2:29][CH2:28][CH:27]([N:30]([CH3:38])[C:31](=[O:37])[O:32][C:33]([CH3:36])([CH3:35])[CH3:34])[CH2:26][CH2:25]4)[C:13]=3[C:12]1=2)([C:4]([CH3:7])([CH3:6])[CH3:5])([CH3:3])[CH3:2].[Li+].[OH-:42].OO, predict the reaction product. (10) Given the reactants [O:1]1[CH:5]=[CH:4][CH:3]=[C:2]1[C:6]([CH2:8][C:9]#[N:10])=O.COC(OC)[N:14]([CH3:16])C.C(=O)(O)O.[NH2:23][C:24](N)=[NH:25].C[O-].[Na+], predict the reaction product. The product is: [NH2:25][C:24]1[N:23]=[C:6]([C:2]2[O:1][CH:5]=[CH:4][CH:3]=2)[C:8]([C:16]#[N:14])=[CH:9][N:10]=1.